Task: Predict the product of the given reaction.. Dataset: Forward reaction prediction with 1.9M reactions from USPTO patents (1976-2016) (1) The product is: [C:15]1([C:25]([N:9]2[C:7](=[O:8])[C:4]3([CH2:3][CH2:2][CH2:1][CH2:6][CH2:5]3)[NH:12][C:10]2=[O:11])=[O:26])[C:24]2[C:19](=[CH:20][CH:21]=[CH:22][CH:23]=2)[CH:18]=[CH:17][CH:16]=1. Given the reactants [CH2:1]1[CH2:6][CH2:5][C:4]2([NH:12][C:10](=[O:11])[NH:9][C:7]2=[O:8])[CH2:3][CH2:2]1.[H-].[Na+].[C:15]1([C:25](Cl)=[O:26])[C:24]2[C:19](=[CH:20][CH:21]=[CH:22][CH:23]=2)[CH:18]=[CH:17][CH:16]=1, predict the reaction product. (2) Given the reactants [O:1]1[C:5]2[CH:6]=[CH:7][C:8]([C:10]3[CH:11]=[C:12]([CH:28]=[CH:29][CH:30]=3)[CH2:13][S:14]([NH:17][C:18]3[CH:26]=[CH:25][C:21]([C:22]([OH:24])=[O:23])=[C:20]([OH:27])[CH:19]=3)(=[O:16])=[O:15])=[CH:9][C:4]=2[CH2:3][CH2:2]1.[C:31](N1C=CN=C1)(N1C=CN=C1)=O.CO.N1C=CC=CC=1, predict the reaction product. The product is: [O:1]1[C:5]2[CH:6]=[CH:7][C:8]([C:10]3[CH:11]=[C:12]([CH:28]=[CH:29][CH:30]=3)[CH2:13][S:14]([NH:17][C:18]3[CH:26]=[CH:25][C:21]([C:22]([O:24][CH3:31])=[O:23])=[C:20]([OH:27])[CH:19]=3)(=[O:15])=[O:16])=[CH:9][C:4]=2[CH2:3][CH2:2]1.